The task is: Predict the reactants needed to synthesize the given product.. This data is from Full USPTO retrosynthesis dataset with 1.9M reactions from patents (1976-2016). (1) Given the product [CH3:14][O:13][C:7]1[CH:8]=[C:9]([O:11][CH3:12])[CH:10]=[C:2]2[C:3]=1[C:4](=[O:5])[NH:6][C:30]([C:26]1[CH:25]=[C:24]([C:21]3[CH:22]=[CH:23][C:18]([S:16]([CH3:15])=[O:17])=[CH:19][CH:20]=3)[CH:29]=[CH:28][CH:27]=1)=[N:1]2, predict the reactants needed to synthesize it. The reactants are: [NH2:1][C:2]1[CH:10]=[C:9]([O:11][CH3:12])[CH:8]=[C:7]([O:13][CH3:14])[C:3]=1[C:4]([NH2:6])=[O:5].[CH3:15][S:16]([C:18]1[CH:23]=[CH:22][C:21]([C:24]2[CH:29]=[CH:28][CH:27]=[C:26]([CH:30]=O)[CH:25]=2)=[CH:20][CH:19]=1)=[O:17].OS([O-])=O.[Na+].O.C1(C)C=CC(S(O)(=O)=O)=CC=1. (2) Given the product [CH2:5]([N:12]1[C:16]2[NH:20][C:23]([C:24]([O:26][CH2:27][CH3:28])=[O:25])=[CH:17][C:15]=2[N:14]=[C:13]1[CH3:19])[C:6]1[CH:11]=[CH:10][CH:9]=[CH:8][CH:7]=1, predict the reactants needed to synthesize it. The reactants are: [O-]CC.[Na+].[CH2:5]([N:12]1[CH:16]=[C:15]([CH:17]=O)[N:14]=[C:13]1[CH3:19])[C:6]1[CH:11]=[CH:10][CH:9]=[CH:8][CH:7]=1.[N:20]([CH2:23][C:24]([O:26][CH2:27][CH3:28])=[O:25])=[N+]=[N-].[Cl-].[NH4+]. (3) The reactants are: [CH2:1]([N:5]1[CH:9]=[C:8]([C:10]([O:12][C:13]([CH3:16])([CH3:15])[CH3:14])=[O:11])[N:7]=[N:6]1)[CH2:2][C:3]#[CH:4].I[C:18]1[N:23]=[N:22][C:21]([NH2:24])=[CH:20][CH:19]=1.C(Cl)Cl.CO. Given the product [NH2:24][C:21]1[N:22]=[N:23][C:18]([C:4]#[C:3][CH2:2][CH2:1][N:5]2[CH:9]=[C:8]([C:10]([O:12][C:13]([CH3:16])([CH3:15])[CH3:14])=[O:11])[N:7]=[N:6]2)=[CH:19][CH:20]=1, predict the reactants needed to synthesize it. (4) Given the product [C:12]([O:11][C:9]1[CH:8]=[CH:17][C:1]([OH:5])=[CH:2][CH:3]=1)(=[O:16])[C:13]([CH3:15])=[CH2:14], predict the reactants needed to synthesize it. The reactants are: [C:1](O)(=[O:5])[C:2](C)=[CH2:3].C[C:8](=[CH2:17])[C:9]([O:11][C:12](=[O:16])[C:13]([CH3:15])=[CH2:14])=O.O=O. (5) Given the product [Cl:1][C:2]1[CH:3]=[C:4]([C:5]2[C:6]([C:13]3[CH:14]=[C:15]([C:19]4[CH:24]=[CH:23][C:22]([O:25][CH3:26])=[C:21]([O:27][CH3:28])[CH:20]=4)[CH:16]=[CH:17][CH:18]=3)=[CH:7][NH:32][N:31]=2)[C:9]([OH:8])=[CH:10][C:11]=1[OH:12], predict the reactants needed to synthesize it. The reactants are: [Cl:1][C:2]1[CH:3]=[C:4]2[C:9](=[CH:10][C:11]=1[OH:12])[O:8][CH:7]=[C:6]([C:13]1[CH:14]=[C:15]([C:19]3[CH:24]=[CH:23][C:22]([O:25][CH3:26])=[C:21]([O:27][CH3:28])[CH:20]=3)[CH:16]=[CH:17][CH:18]=1)[C:5]2=O.O.[NH2:31][NH2:32]. (6) Given the product [F:1][C:2]1[CH:7]=[C:6]([I:8])[CH:5]=[CH:4][C:3]=1[NH:9][C:10]1[CH:18]=[N:17][CH:16]=[CH:15][C:11]=1[C:12]1[O:14][C:44]([CH3:43])=[N:45][N:50]=1, predict the reactants needed to synthesize it. The reactants are: [F:1][C:2]1[CH:7]=[C:6]([I:8])[CH:5]=[CH:4][C:3]=1[NH:9][C:10]1[CH:18]=[N:17][CH:16]=[CH:15][C:11]=1[C:12]([OH:14])=O.C(O)(=O)C.C1(P(C2C=CC=CC=2)C2C=CC=CC=2)C=CC=CC=1.Cl[C:43](Cl)(Cl)[C:44]#[N:45].C(#[N:50])C. (7) Given the product [Cl:12][C:5]1[C:6]2[C:11](=[CH:10][CH:9]=[CH:8][CH:7]=2)[C:2]([N:19]2[CH2:18][CH2:17][N:16]([C:20]([O:22][C:23]([CH3:26])([CH3:25])[CH3:24])=[O:21])[CH2:15][C@@H:14]2[CH3:13])=[N:3][N:4]=1, predict the reactants needed to synthesize it. The reactants are: Cl[C:2]1[C:11]2[C:6](=[CH:7][CH:8]=[CH:9][CH:10]=2)[C:5]([Cl:12])=[N:4][N:3]=1.[CH3:13][C@@H:14]1[NH:19][CH2:18][CH2:17][N:16]([C:20]([O:22][C:23]([CH3:26])([CH3:25])[CH3:24])=[O:21])[CH2:15]1.C(N(CC)CC)C.O. (8) Given the product [N:12]([CH:2]1[CH2:11][CH2:10][CH2:9][C:8]2[N:7]=[CH:6][CH:5]=[N:4][C:3]1=2)=[N+:13]=[N-:14], predict the reactants needed to synthesize it. The reactants are: Br[CH:2]1[CH2:11][CH2:10][CH2:9][C:8]2[N:7]=[CH:6][CH:5]=[N:4][C:3]1=2.[N-:12]=[N+:13]=[N-:14].[Na+].O. (9) Given the product [CH3:26][N:13]([CH:14]=[C:15]([C:21]([O:23][CH2:24][CH3:25])=[O:22])[C:16]([O:18][CH2:19][CH3:20])=[O:17])[C:10]1[S:9][C:8]([CH2:7][N:1]2[CH2:6][CH2:5][O:4][CH2:3][CH2:2]2)=[N:12][CH:11]=1, predict the reactants needed to synthesize it. The reactants are: [N:1]1([CH2:7][C:8]2[S:9][C:10]([NH:13][CH:14]=[C:15]([C:21]([O:23][CH2:24][CH3:25])=[O:22])[C:16]([O:18][CH2:19][CH3:20])=[O:17])=[CH:11][N:12]=2)[CH2:6][CH2:5][O:4][CH2:3][CH2:2]1.[C:26]([O-])([O-])=O.[K+].[K+].IC.